Dataset: Catalyst prediction with 721,799 reactions and 888 catalyst types from USPTO. Task: Predict which catalyst facilitates the given reaction. Reactant: [CH3:1][N:2]1[C:6]([C:7]([NH:9][C:10]2[CH:14]=[C:13]([C:15]([NH:17][C:18]3[CH:22]=[C:21]([C:23]([NH:25][CH2:26][CH2:27][C:28]([NH2:30])=[NH:29])=[O:24])[N:20]([CH3:31])[CH:19]=3)=[O:16])[N:12]([CH3:32])[CH:11]=2)=[O:8])=[CH:5][C:4]([NH:33][CH:34]=[O:35])=[CH:3]1.N[OH:37]. Product: [CH3:31][N:20]1[CH:19]=[C:18]([NH:17][C:15]([C:13]2[N:12]([CH3:32])[CH:11]=[C:10]([NH:9][C:7]([C:6]3[N:2]([CH3:1])[CH:3]=[C:4]([NH:33][CH:34]=[O:35])[CH:5]=3)=[O:8])[CH:14]=2)=[O:16])[CH:22]=[C:21]1[C:23]([NH:25][CH2:26][CH2:27][C:28](=[N:30][OH:37])[NH2:29])=[O:24]. The catalyst class is: 3.